From a dataset of Catalyst prediction with 721,799 reactions and 888 catalyst types from USPTO. Predict which catalyst facilitates the given reaction. (1) Reactant: [N+:1]([C:4]1[N:9]=[C:8]2[CH2:10][CH2:11][O:12][C:7]2=[CH:6][CH:5]=1)([O-])=O. Product: [O:12]1[C:7]2[C:8](=[N:9][C:4]([NH2:1])=[CH:5][CH:6]=2)[CH2:10][CH2:11]1. The catalyst class is: 129. (2) Reactant: Br[C:2]1[N:3]=[C:4]([NH:11][C:12]2[CH:17]=[CH:16][CH:15]=[CH:14][CH:13]=2)[C:5]2[N:6]([CH:8]=[CH:9][N:10]=2)[CH:7]=1.S(O)(O)(=O)=O.[NH2:23][C:24]1[CH:25]=[C:26](B(O)O)[CH:27]=[CH:28][CH:29]=1.[NH2:23][C:24]1[CH:29]=[C:28](B(O)O)[CH:27]=[CH:26][CH:25]=1.C(=O)([O-])[O-].[Na+].[Na+].COCCOC. Product: [NH2:23][C:24]1[CH:29]=[C:28]([C:2]2[N:3]=[C:4]([NH:11][C:12]3[CH:17]=[CH:16][CH:15]=[CH:14][CH:13]=3)[C:5]3[N:6]([CH:8]=[CH:9][N:10]=3)[CH:7]=2)[CH:27]=[CH:26][CH:25]=1. The catalyst class is: 103. (3) Reactant: [F:1][C:2]([F:47])([F:46])[C:3]1[CH:4]=[C:5]([CH:39]=[C:40]([C:42]([F:45])([F:44])[F:43])[CH:41]=1)[CH2:6][N:7]([CH2:15][C:16]1[CH:17]=[C:18]2[C:33]([CH3:34])=[N:32][N:31]([C:35]([CH3:38])([CH3:37])[CH3:36])[C:19]2=[N:20][C:21]=1[N:22]([CH2:27][CH:28]1[CH2:30][CH2:29]1)[CH2:23][CH:24]1[CH2:26][CH2:25]1)[C:8]1[N:13]=[CH:12][C:11](Br)=[CH:10][N:9]=1.[C:48]([NH2:53])(=[O:52])[CH:49]([CH3:51])[CH3:50].N[C@@H]1CCCC[C@H]1N.C([O-])([O-])=O.[K+].[K+]. Product: [CH:24]1([CH2:23][N:22]([CH2:27][CH:28]2[CH2:30][CH2:29]2)[C:21]2[N:20]=[C:19]3[N:31]([C:35]([CH3:38])([CH3:37])[CH3:36])[N:32]=[C:33]([CH3:34])[C:18]3=[CH:17][C:16]=2[CH2:15][N:7]([CH2:6][C:5]2[CH:4]=[C:3]([C:2]([F:47])([F:46])[F:1])[CH:41]=[C:40]([C:42]([F:45])([F:44])[F:43])[CH:39]=2)[C:8]2[N:13]=[CH:12][C:11]([NH:53][C:48](=[O:52])[CH:49]([CH3:51])[CH3:50])=[CH:10][N:9]=2)[CH2:26][CH2:25]1. The catalyst class is: 185. (4) Reactant: Br[C:2]1[CH:7]=[CH:6][C:5]([S:8]([N:11]2[CH2:15][CH2:14][CH2:13][CH2:12]2)(=[O:10])=[O:9])=[CH:4][CH:3]=1.[C:16]([C:18]1[N:22]([CH3:23])[C:21](B(O)O)=[CH:20][CH:19]=1)#[N:17].[F-].[K+].C(P(C(C)(C)C)C(C)(C)C)(C)(C)C. The catalyst class is: 110. Product: [CH3:23][N:22]1[C:21]([C:2]2[CH:7]=[CH:6][C:5]([S:8]([N:11]3[CH2:15][CH2:14][CH2:13][CH2:12]3)(=[O:10])=[O:9])=[CH:4][CH:3]=2)=[CH:20][CH:19]=[C:18]1[C:16]#[N:17]. (5) Reactant: [Cl-].[NH2:2][C:3]1[CH:4]=[C:5]([CH2:10][C:11]([O:13][CH3:14])=[O:12])[CH:6]=[CH:7][C:8]=1[F:9]. Product: [F:9][C:8]1[CH:7]=[CH:6][C:5]([CH2:10][C:11]([O:13][CH3:14])=[O:12])=[CH:4][C:3]=1[NH:2][C:11](=[O:12])[CH2:10][CH:5]([CH3:6])[CH3:4]. The catalyst class is: 17. (6) Reactant: C([O:8][C:9]1[CH:14]=[CH:13][C:12]([C:15]2[O:19][N:18]=[C:17]([C:20]3[CH:32]=[CH:31][C:23]([O:24][C:25]4[CH:26]=[N:27][CH:28]=[CH:29][CH:30]=4)=[CH:22][CH:21]=3)[N:16]=2)=[CH:11][CH:10]=1)C1C=CC=CC=1.C1COCC1. Product: [N:27]1[CH:28]=[CH:29][CH:30]=[C:25]([O:24][C:23]2[CH:22]=[CH:21][C:20]([C:17]3[N:16]=[C:15]([C:12]4[CH:13]=[CH:14][C:9]([OH:8])=[CH:10][CH:11]=4)[O:19][N:18]=3)=[CH:32][CH:31]=2)[CH:26]=1. The catalyst class is: 19.